This data is from Forward reaction prediction with 1.9M reactions from USPTO patents (1976-2016). The task is: Predict the product of the given reaction. (1) Given the reactants [C:1]1([C:3](=[CH:5][CH:6]=[CH:7][CH:8]=1)[OH:4])[OH:2].S(=O)(=O)(O)O, predict the reaction product. The product is: [OH2:2].[OH:2][C:1]1[C:3]([OH:4])=[CH:5][C:6]2[C:7]3[C:6](=[CH:5][C:3]([OH:4])=[C:1]([OH:2])[CH:8]=3)[C:6]3[C:7](=[CH:8][C:1]([OH:2])=[C:3]([OH:2])[CH:5]=3)[C:7]=2[CH:8]=1. (2) Given the reactants [CH2:1]([N:5]([S:19]([C:22]1[CH:27]=[CH:26][C:25]([CH3:28])=[CH:24][CH:23]=1)(=[O:21])=[O:20])[C@H:6]([C:16]([OH:18])=[O:17])[CH2:7][CH2:8][CH2:9][CH2:10][NH:11][C:12](=[O:15])[CH2:13]I)[CH:2]([CH3:4])[CH3:3].CCN(C(C)C)C(C)C.[NH2:38][C:39]1[CH:44]=[CH:43][CH:42]=[CH:41][CH:40]=1, predict the reaction product. The product is: [CH3:28][C:25]1[CH:26]=[CH:27][C:22]([S:19]([N:5]([C@H:6]([C:16]([OH:18])=[O:17])[CH2:7][CH2:8][CH2:9][CH2:10][NH:11][C:12]([CH2:13][NH:38][C:39]2[CH:44]=[CH:43][CH:42]=[CH:41][CH:40]=2)=[O:15])[CH2:1][CH:2]([CH3:4])[CH3:3])(=[O:21])=[O:20])=[CH:23][CH:24]=1. (3) Given the reactants [CH3:1][O:2][C:3]1[CH:8]=[CH:7][C:6]([C:9]2[C:14]([CH3:15])=[C:13]([C:16]([F:19])([F:18])[F:17])[N:12]3[N:20]=[CH:21][C:22]([C:23](O)=[O:24])=[C:11]3[N:10]=2)=[CH:5][CH:4]=1.C(Cl)(=O)C(Cl)=O.CCN(C(C)C)C(C)C.[CH3:41][C@H:42]1[NH:47][CH2:46][CH2:45][N:44]([C@@H:48]([C:50]2[CH:55]=[C:54]([F:56])[CH:53]=[C:52]([F:57])[C:51]=2[F:58])[CH3:49])[CH2:43]1, predict the reaction product. The product is: [CH3:1][O:2][C:3]1[CH:4]=[CH:5][C:6]([C:9]2[C:14]([CH3:15])=[C:13]([C:16]([F:18])([F:17])[F:19])[N:12]3[N:20]=[CH:21][C:22]([C:23]([N:47]4[CH2:46][CH2:45][N:44]([C@@H:48]([C:50]5[CH:55]=[C:54]([F:56])[CH:53]=[C:52]([F:57])[C:51]=5[F:58])[CH3:49])[CH2:43][C@H:42]4[CH3:41])=[O:24])=[C:11]3[N:10]=2)=[CH:7][CH:8]=1. (4) Given the reactants [Cl-].[Mg+2].[Cl-].[C:4]([O:10][CH2:11][CH3:12])(=[O:9])[CH2:5][C:6]([O-:8])=O.[K+].C(C1NC=CN=1)(C1NC=CN=1)=O.[CH3:26][C@H:27]([C@H:31]([CH3:34])[CH2:32][CH3:33])C(O)=O, predict the reaction product. The product is: [CH2:11]([O:10][C:4](=[O:9])[CH2:5][C:6](=[O:8])[C@H:27]([CH3:26])[C@H:31]([CH3:34])[CH2:32][CH3:33])[CH3:12]. (5) Given the reactants [NH:1]1[C:9]2[C:4](=[CH:5][CH:6]=[CH:7][CH:8]=2)[CH2:3][CH2:2]1.[C:10]([O:14][C:15]([N:17]1[CH2:22][CH2:21][C:20](=O)[CH2:19][CH2:18]1)=[O:16])([CH3:13])([CH3:12])[CH3:11].[C:24](O)(=O)[CH3:25].[BH-](OC(C)=O)(OC(C)=O)OC(C)=O.[Na+], predict the reaction product. The product is: [NH:1]1[C:10](=[O:14])[CH2:11][CH2:2][CH2:3][C:4]2[CH:5]=[CH:6][CH:7]=[CH:8][C:9]1=2.[N:1]1([CH:20]2[CH2:21][CH2:22][N:17]([C:15]([O:14][C:10]([CH3:13])([CH3:12])[CH3:11])=[O:16])[CH2:18][CH2:19]2)[CH2:25][CH2:24][CH2:2][CH2:3][C:4]2[CH:5]=[CH:6][CH:7]=[CH:8][C:9]1=2. (6) Given the reactants [CH2:1]([O:8][C:9]([NH:11][CH:12]([CH3:23])[CH:13]([OH:22])[C:14]([CH3:21])([CH3:20])[C:15]([O:17][CH2:18][CH3:19])=[O:16])=[O:10])[C:2]1[CH:7]=[CH:6][CH:5]=[CH:4][CH:3]=1.N1C(C)=CC=CC=1C.FC(F)(F)S(O[Si:38]([C:41]([CH3:44])([CH3:43])[CH3:42])([CH3:40])[CH3:39])(=O)=O.O, predict the reaction product. The product is: [CH2:1]([O:8][C:9]([NH:11][CH:12]([CH3:23])[CH:13]([O:22][Si:38]([C:41]([CH3:44])([CH3:43])[CH3:42])([CH3:40])[CH3:39])[C:14]([CH3:21])([CH3:20])[C:15]([O:17][CH2:18][CH3:19])=[O:16])=[O:10])[C:2]1[CH:3]=[CH:4][CH:5]=[CH:6][CH:7]=1. (7) Given the reactants [Si]([O:8][C:9]1[CH:14]=[CH:13][C:12]([C:15]2([CH2:21][NH:22][C:23]3[CH:28]=[CH:27][CH:26]=[CH:25][N:24]=3)[CH2:20][CH2:19][O:18][CH2:17][CH2:16]2)=[CH:11][CH:10]=1)(C(C)(C)C)(C)C.[F-].C([N+](CCCC)(CCCC)CCCC)CCC, predict the reaction product. The product is: [N:24]1[CH:25]=[CH:26][CH:27]=[CH:28][C:23]=1[NH:22][CH2:21][C:15]1([C:12]2[CH:13]=[CH:14][C:9]([OH:8])=[CH:10][CH:11]=2)[CH2:16][CH2:17][O:18][CH2:19][CH2:20]1. (8) Given the reactants [CH2:1]([O:8][C@H:9]1[C@H:14]([OH:15])[C@@H:13]([OH:16])[C@H:12]([OH:17])[C@@H:11]([CH2:18][OH:19])[O:10]1)[C:2]1[CH:7]=[CH:6][CH:5]=[CH:4][CH:3]=1.C(N(CC)CC)C.[C:27](Cl)([C:40]1[CH:45]=[CH:44][CH:43]=[CH:42][CH:41]=1)([C:34]1[CH:39]=[CH:38][CH:37]=[CH:36][CH:35]=1)[C:28]1[CH:33]=[CH:32][CH:31]=[CH:30][CH:29]=1, predict the reaction product. The product is: [CH2:1]([O:8][C@H:9]1[C@H:14]([OH:15])[C@@H:13]([OH:16])[C@H:12]([OH:17])[C@@H:11]([CH2:18][O:19][C:27]([C:28]2[CH:33]=[CH:32][CH:31]=[CH:30][CH:29]=2)([C:40]2[CH:41]=[CH:42][CH:43]=[CH:44][CH:45]=2)[C:34]2[CH:35]=[CH:36][CH:37]=[CH:38][CH:39]=2)[O:10]1)[C:2]1[CH:7]=[CH:6][CH:5]=[CH:4][CH:3]=1.